This data is from Reaction yield outcomes from USPTO patents with 853,638 reactions. The task is: Predict the reaction yield, written as a fraction of the theoretical maximum amount of product (1.0 means a 100% yield; for example, 0.34 means a 34% yield). (1) The reactants are [Br:1][CH2:2][CH2:3]Br.[Br:5][C:6]1[CH:11]=[CH:10][CH:9]=[C:8]([Br:12])[C:7]=1[OH:13].[OH-].[Na+]. The yield is 0.690. The catalyst is O. The product is [Br:5][C:6]1[CH:11]=[CH:10][CH:9]=[C:8]([Br:12])[C:7]=1[O:13][CH2:3][CH2:2][Br:1]. (2) The reactants are [CH3:1][O:2][C:3]([C:5]1[S:19][C:8]2[C:9]3[CH:10]=[CH:11][C:12]([C:16]([OH:18])=O)=[CH:13][C:14]=3[S:15][C:7]=2[C:6]=1[O:20][CH2:21][C:22]([O:24][CH2:25][CH3:26])=[O:23])=[O:4].C(N1C=CN=C1)(N1C=CN=C1)=O.[CH2:39]([NH2:46])[C:40]1[CH:45]=[CH:44][CH:43]=[CH:42][CH:41]=1. The catalyst is C1COCC1. The product is [CH3:1][O:2][C:3]([C:5]1[S:19][C:8]2[C:9]3[CH:10]=[CH:11][C:12]([C:16](=[O:18])[NH:46][CH2:39][C:40]4[CH:45]=[CH:44][CH:43]=[CH:42][CH:41]=4)=[CH:13][C:14]=3[S:15][C:7]=2[C:6]=1[O:20][CH2:21][C:22]([O:24][CH2:25][CH3:26])=[O:23])=[O:4]. The yield is 0.150. (3) The reactants are [F:1][C:2]1[CH:3]=[C:4]([CH:7]=[CH:8][C:9]=1[C:10]([F:13])([F:12])[F:11])[CH2:5][NH2:6].C1(C)C=CC=CC=1.[CH2:21]1[CH2:27][S:24](=[O:26])(=[O:25])[O:23][CH2:22]1. The catalyst is C(#N)C. The product is [F:1][C:2]1[CH:3]=[C:4]([CH:7]=[CH:8][C:9]=1[C:10]([F:11])([F:12])[F:13])[CH2:5][NH:6][CH2:22][CH2:21][CH2:27][S:24]([OH:26])(=[O:25])=[O:23]. The yield is 0.720. (4) The reactants are [N:1]([C:4]1[C:5]([N+:19]([O-])=O)=[C:6]([CH:16]=[CH:17][CH:18]=1)[O:7][CH2:8][CH2:9][N:10]1[CH2:15][CH2:14][NH:13][CH2:12][CH2:11]1)=[N+]=[N-].[H][H]. The catalyst is [Pd].CO. The product is [N:10]1([CH2:9][CH2:8][O:7][C:6]2[CH:16]=[CH:17][CH:18]=[C:4]([NH2:1])[C:5]=2[NH2:19])[CH2:15][CH2:14][NH:13][CH2:12][CH2:11]1. The yield is 0.970. (5) The product is [NH2:12][C:9]1[CH:10]=[CH:11][C:6]([S:3]([CH2:1][CH3:2])(=[O:5])=[O:4])=[C:7]([C@H:15]2[C@@H:19]([C:20]([O:22][CH2:23][CH3:24])=[O:21])[CH2:18][CH2:17][N:16]2[C:25]([O:27][C:28]([CH3:30])([CH3:31])[CH3:29])=[O:26])[CH:8]=1. The catalyst is CO.C1COCC1.[Pd]. The reactants are [CH2:1]([S:3]([C:6]1[CH:11]=[CH:10][C:9]([N+:12]([O-])=O)=[CH:8][C:7]=1[C@H:15]1[C@@H:19]([C:20]([O:22][CH2:23][CH3:24])=[O:21])[CH2:18][CH2:17][N:16]1[C:25]([O:27][C:28]([CH3:31])([CH3:30])[CH3:29])=[O:26])(=[O:5])=[O:4])[CH3:2].[H][H]. The yield is 0.950.